From a dataset of Peptide-MHC class I binding affinity with 185,985 pairs from IEDB/IMGT. Regression. Given a peptide amino acid sequence and an MHC pseudo amino acid sequence, predict their binding affinity value. This is MHC class I binding data. The peptide sequence is SEAAYAKKI. The MHC is Patr-B1301 with pseudo-sequence Patr-B1301. The binding affinity (normalized) is 0.199.